From a dataset of Peptide-MHC class I binding affinity with 185,985 pairs from IEDB/IMGT. Regression. Given a peptide amino acid sequence and an MHC pseudo amino acid sequence, predict their binding affinity value. This is MHC class I binding data. The peptide sequence is RRFNRTKPM. The MHC is HLA-B15:42 with pseudo-sequence HLA-B15:42. The binding affinity (normalized) is 0.213.